This data is from Forward reaction prediction with 1.9M reactions from USPTO patents (1976-2016). The task is: Predict the product of the given reaction. (1) Given the reactants [CH:1]1[CH:6]=[C:5]2[C:7]([N:9](SC(Cl)(Cl)Cl)[C:10](=[O:11])C2=CC=1)=O.[I:17][CH:18](C)[CH:19](C#CC)[CH2:20]NC(=O)[O-].[H][H].[OH2:31], predict the reaction product. The product is: [CH3:1][CH2:6][CH2:5][CH2:7][NH:9][C:10]([O:11][CH2:20][C:19]#[C:18][I:17])=[O:31]. (2) Given the reactants [CH3:1][O:2][C:3]1[N:8]=[CH:7][C:6]([N:9]2[C:13]([C:14]3[CH:19]=[CH:18][N:17]=[CH:16][N:15]=3)=[CH:12][C:11]([C:20]([OH:22])=O)=[N:10]2)=[CH:5][CH:4]=1.[C:23]([NH2:27])([CH3:26])([CH3:25])[CH3:24], predict the reaction product. The product is: [C:23]([NH:27][C:20]([C:11]1[CH:12]=[C:13]([C:14]2[CH:19]=[CH:18][N:17]=[CH:16][N:15]=2)[N:9]([C:6]2[CH:7]=[N:8][C:3]([O:2][CH3:1])=[CH:4][CH:5]=2)[N:10]=1)=[O:22])([CH3:26])([CH3:25])[CH3:24]. (3) Given the reactants [N+:1]([C:4]1[CH:9]=[C:8]([C:10]([F:13])([F:12])[F:11])[CH:7]=[CH:6][C:5]=1[S:14](Cl)(=[O:16])=[O:15])([O-:3])=[O:2].[CH3:18][N:19]([CH3:25])[CH2:20][CH2:21][CH2:22][NH:23][CH3:24], predict the reaction product. The product is: [CH3:18][N:19]([CH3:25])[CH2:20][CH2:21][CH2:22][N:23]([CH3:24])[S:14]([C:5]1[CH:6]=[CH:7][C:8]([C:10]([F:13])([F:12])[F:11])=[CH:9][C:4]=1[N+:1]([O-:3])=[O:2])(=[O:16])=[O:15]. (4) The product is: [CH:1]1([CH:7]([NH:19][C:20]2[CH:21]=[CH:22][C:23]([C:24]([O:26][CH3:27])=[O:25])=[CH:28][CH:29]=2)[C:9]2[O:17][C:16]3[C:11](=[N:12][CH:13]=[CH:14][CH:15]=3)[C:10]=2[CH3:18])[CH2:6][CH2:5][CH2:4][CH2:3][CH2:2]1. Given the reactants [CH:1]1([C:7]([C:9]2[O:17][C:16]3[C:11](=[N:12][CH:13]=[CH:14][CH:15]=3)[C:10]=2[CH3:18])=O)[CH2:6][CH2:5][CH2:4][CH2:3][CH2:2]1.[NH2:19][C:20]1[CH:29]=[CH:28][C:23]([C:24]([O:26][CH3:27])=[O:25])=[CH:22][CH:21]=1.C(=O)([O-])O.[Na+].C([BH3-])#N.[Na+], predict the reaction product. (5) Given the reactants [Cl:1][C:2]1[N:7]=[N:6][C:5]([NH2:8])=[CH:4][CH:3]=1.CO[C:11](OC)([N:13]([CH3:15])[CH3:14])[CH3:12].COC1CCCC1, predict the reaction product. The product is: [Cl:1][C:2]1[N:7]=[N:6][C:5](/[N:8]=[C:11](/[N:13]([CH3:15])[CH3:14])\[CH3:12])=[CH:4][CH:3]=1. (6) Given the reactants [NH2:1][C:2]1[CH:7]=[CH:6][C:5]([C:8]2[C:9]([NH2:24])=[N:10][C:11]([NH2:23])=[N:12][C:13]=2[CH2:14][CH2:15][CH2:16][C:17]2[CH:22]=[CH:21][CH:20]=[CH:19][CH:18]=2)=[CH:4][CH:3]=1.[Cl:25][C:26]1[CH:33]=[CH:32][C:29]([CH:30]=O)=[CH:28][CH:27]=1.C(O)(=O)C, predict the reaction product. The product is: [Cl:25][C:26]1[CH:33]=[CH:32][C:29]([CH2:30][NH:1][C:2]2[CH:7]=[CH:6][C:5]([C:8]3[C:9]([NH2:24])=[N:10][C:11]([NH2:23])=[N:12][C:13]=3[CH2:14][CH2:15][CH2:16][C:17]3[CH:18]=[CH:19][CH:20]=[CH:21][CH:22]=3)=[CH:4][CH:3]=2)=[CH:28][CH:27]=1.